The task is: Binary Classification. Given a miRNA mature sequence and a target amino acid sequence, predict their likelihood of interaction.. This data is from Experimentally validated miRNA-target interactions with 360,000+ pairs, plus equal number of negative samples. The miRNA is rno-miR-19b-3p with sequence UGUGCAAAUCCAUGCAAAACUGA. Result: 0 (no interaction). The protein sequence of the target gene is MASALNSKIHPPGTCASSKADARGGSGWRMDCDPEMHVKMCKKIAQLTKVIYALNTRQDEVEVSVESIREAHQEDLQDTGAETRTRLPQEQSRTSEDAETLLKRIQTLENALELQKRLTQEALAESASCKLETKERELRVEAEHAERVLILSKEMLELKADYEKRLQLLTSHEGPQWGQLSQESPDATAESSQRPEMHQVLLEVERLRAENKQLSQDYARKAEELQATYERENEAIRQAMQQSVSEALWQWQEKESGLRKNFQVQESALQAQVRKLEGDLEHRGRKISDLKKYAQKLKER....